Task: Predict the product of the given reaction.. Dataset: Forward reaction prediction with 1.9M reactions from USPTO patents (1976-2016) (1) The product is: [F:23][CH2:2][C:3]1([S:6]([NH:9][C:10](=[O:16])[O:11][C:12]([CH3:15])([CH3:14])[CH3:13])(=[O:8])=[O:7])[CH2:5][CH2:4]1. Given the reactants O[CH2:2][C:3]1([S:6]([NH:9][C:10](=[O:16])[O:11][C:12]([CH3:15])([CH3:14])[CH3:13])(=[O:8])=[O:7])[CH2:5][CH2:4]1.C(N(S(F)(F)[F:23])CC)C, predict the reaction product. (2) Given the reactants [CH2:1]([N:5]([S:15]([C:18]1[CH:23]=[CH:22][C:21]([CH3:24])=[CH:20][CH:19]=1)(=[O:17])=[O:16])[C@H:6]([C:12]([OH:14])=[O:13])[CH2:7][CH2:8][CH2:9][CH2:10][NH2:11])[CH:2]([CH3:4])[CH3:3].[N+:25]([C:28]1[CH:33]=[CH:32][C:31]([S:34]([NH:37][C@H:38]([C:49](O)=[O:50])[CH2:39][C:40]2[C:48]3[C:43](=[CH:44][CH:45]=[CH:46][CH:47]=3)[NH:42][CH:41]=2)(=[O:36])=[O:35])=[CH:30][CH:29]=1)([O-:27])=[O:26], predict the reaction product. The product is: [CH3:24][C:21]1[CH:22]=[CH:23][C:18]([S:15]([N:5]([C@H:6]([C:12]([OH:14])=[O:13])[CH2:7][CH2:8][CH2:9][CH2:10][NH:11][C:49]([C@@H:38]([NH:37][S:34]([C:31]2[CH:32]=[CH:33][C:28]([N+:25]([O-:27])=[O:26])=[CH:29][CH:30]=2)(=[O:35])=[O:36])[CH2:39][C:40]2[C:48]3[C:43](=[CH:44][CH:45]=[CH:46][CH:47]=3)[NH:42][CH:41]=2)=[O:50])[CH2:1][CH:2]([CH3:3])[CH3:4])(=[O:17])=[O:16])=[CH:19][CH:20]=1. (3) Given the reactants [CH2:1]([O:3][C:4](=[O:17])[CH2:5][C:6]1[C:10]2[CH:11]=[C:12](Br)[CH:13]=[CH:14][C:9]=2[O:8][C:7]=1[CH3:16])[CH3:2].[C:18]([Cu])#[N:19].[C-]#N.[Na+], predict the reaction product. The product is: [CH2:1]([O:3][C:4](=[O:17])[CH2:5][C:6]1[C:10]2[CH:11]=[C:12]([C:18]#[N:19])[CH:13]=[CH:14][C:9]=2[O:8][C:7]=1[CH3:16])[CH3:2]. (4) Given the reactants [C:1]([C:3]1[N:4]=[CH:5][N:6]([C:8]2[CH:13]=[CH:12][C:11]([N+:14]([O-:16])=[O:15])=[C:10]([CH3:17])[CH:9]=2)[CH:7]=1)#[N:2].[Br:18]N1C(=O)CCC1=O.N(C(C)(C)C#N)=NC(C)(C)C#N.O, predict the reaction product. The product is: [Br:18][C:5]1[N:6]([C:8]2[CH:13]=[CH:12][C:11]([N+:14]([O-:16])=[O:15])=[C:10]([CH3:17])[CH:9]=2)[CH:7]=[C:3]([C:1]#[N:2])[N:4]=1. (5) Given the reactants [C:1]1(B(O)O)[CH:6]=[CH:5][CH:4]=[CH:3][CH:2]=1.C(=O)([O-])[O-].[K+].[K+].[Cl:16][C:17]1[CH:22]=[C:21](Cl)[N:20]=[C:19]([CH3:24])[N:18]=1.[Cl-].[NH4+], predict the reaction product. The product is: [Cl:16][C:17]1[CH:22]=[C:21]([C:1]2[CH:6]=[CH:5][CH:4]=[CH:3][CH:2]=2)[N:20]=[C:19]([CH3:24])[N:18]=1. (6) Given the reactants [NH:1]1[CH2:6][CH2:5][CH:4]([NH:7][C:8]2[O:9][C:10]3[CH:16]=[CH:15][C:14]([O:17][CH2:18][C:19]([NH2:21])=[O:20])=[CH:13][C:11]=3[N:12]=2)[CH2:3][CH2:2]1.[CH2:22]([O:24][C:25]1[CH:26]=[C:27]([CH:30]=[C:31]([O:34][CH2:35][CH3:36])[C:32]=1[F:33])[CH:28]=O)[CH3:23].C([BH3-])#N.[Na+].C(N(C(C)C)C(C)C)C, predict the reaction product. The product is: [CH2:22]([O:24][C:25]1[CH:26]=[C:27]([CH:30]=[C:31]([O:34][CH2:35][CH3:36])[C:32]=1[F:33])[CH2:28][N:1]1[CH2:6][CH2:5][CH:4]([NH:7][C:8]2[O:9][C:10]3[CH:16]=[CH:15][C:14]([O:17][CH2:18][C:19]([NH2:21])=[O:20])=[CH:13][C:11]=3[N:12]=2)[CH2:3][CH2:2]1)[CH3:23]. (7) Given the reactants [CH2:1]([C:3]1[CH:7]=[C:6]([C:8]([OH:10])=O)[N:5]([CH3:11])[N:4]=1)[CH3:2].O1CCCC1.C(Cl)(=O)C(Cl)=O.[NH2:23][C:24]1[CH:25]=[C:26]([CH:43]=[CH:44][C:45]=1[F:46])[O:27][C:28]1[CH:29]=[CH:30][C:31]2[N:32]([N:34]=[C:35]([NH:37][C:38]([CH:40]3[CH2:42][CH2:41]3)=[O:39])[N:36]=2)[CH:33]=1, predict the reaction product. The product is: [CH:40]1([C:38]([NH:37][C:35]2[N:36]=[C:31]3[CH:30]=[CH:29][C:28]([O:27][C:26]4[CH:43]=[CH:44][C:45]([F:46])=[C:24]([NH:23][C:8]([C:6]5[N:5]([CH3:11])[N:4]=[C:3]([CH2:1][CH3:2])[CH:7]=5)=[O:10])[CH:25]=4)=[CH:33][N:32]3[N:34]=2)=[O:39])[CH2:41][CH2:42]1.